The task is: Predict the reactants needed to synthesize the given product.. This data is from Full USPTO retrosynthesis dataset with 1.9M reactions from patents (1976-2016). (1) Given the product [N:4]1[N:3]([CH2:7][C:8]([N:19]2[CH2:20][C@H:16]([CH2:15][C:14]3[CH:38]=[CH:39][CH:40]=[C:12]([F:11])[CH:13]=3)[CH2:17][C@H:18]2[C:21]([NH:23][C:24]2[CH:29]=[CH:28][C:27]([O:30][C:31]3[CH:32]=[CH:33][C:34]([F:37])=[CH:35][CH:36]=3)=[CH:26][CH:25]=2)=[O:22])=[O:10])[N:2]=[CH:6][CH:5]=1, predict the reactants needed to synthesize it. The reactants are: Cl.[N:2]1[N:3]([CH2:7][C:8]([OH:10])=O)[N:4]=[CH:5][CH:6]=1.[F:11][C:12]1[CH:13]=[C:14]([CH:38]=[CH:39][CH:40]=1)[CH2:15][C@H:16]1[CH2:20][NH:19][C@H:18]([C:21]([NH:23][C:24]2[CH:29]=[CH:28][C:27]([O:30][C:31]3[CH:36]=[CH:35][C:34]([F:37])=[CH:33][CH:32]=3)=[CH:26][CH:25]=2)=[O:22])[CH2:17]1. (2) Given the product [Br:1][C:2]1[CH:14]=[CH:13][C:12]2[C:11]3[C:6](=[CH:7][C:8]([Br:15])=[CH:9][CH:10]=3)[C:5]([C:2]3[CH:3]=[CH:4][C:12]([O:40][C:38]4[CH:37]=[CH:36][CH:7]=[CH:6][CH:5]=4)=[CH:13][CH:14]=3)([C:27]3[CH:26]=[CH:25][C:24]([O:23][C:17]4[CH:18]=[CH:19][CH:20]=[CH:21][CH:22]=4)=[CH:29][CH:28]=3)[C:4]=2[CH:3]=1, predict the reactants needed to synthesize it. The reactants are: [Br:1][C:2]1[C:3](=O)[C:4]2[C:12](=[CH:13][CH:14]=1)[C:11]1[C:6](=[CH:7][C:8]([Br:15])=[CH:9][CH:10]=1)[CH:5]=2.[C:17]1([O:23][C:24]2[CH:29]=[CH:28][CH:27]=[CH:26][CH:25]=2)[CH:22]=[CH:21][CH:20]=[CH:19][CH:18]=1.CS(O)(=O)=O.S[CH2:36][CH2:37][C:38]([OH:40])=O. (3) Given the product [Cl:14][C:15]1[CH:16]=[CH:17][C:18]([CH2:21][N:22]([C:23]2[CH:24]=[CH:25][C:26]([CH:29]([CH3:31])[CH3:30])=[CH:27][CH:28]=2)[C:11]([CH:1]2[C:10]3[C:5](=[CH:6][CH:7]=[CH:8][CH:9]=3)[CH2:4][CH2:3][CH2:2]2)=[O:13])=[CH:19][CH:20]=1, predict the reactants needed to synthesize it. The reactants are: [CH:1]1([C:11]([OH:13])=O)[C:10]2[C:5](=[CH:6][CH:7]=[CH:8][CH:9]=2)[CH2:4][CH2:3][CH2:2]1.[Cl:14][C:15]1[CH:20]=[CH:19][C:18]([CH2:21][NH:22][C:23]2[CH:28]=[CH:27][C:26]([CH:29]([CH3:31])[CH3:30])=[CH:25][CH:24]=2)=[CH:17][CH:16]=1. (4) Given the product [CH3:14][C:13]1[N:9]([C:7]2([C:23]([OH:24])=[O:21])[CH2:8][CH2:4][CH:5]=[CH:6]2)[C:10]([CH3:15])=[CH:11][CH:12]=1, predict the reactants needed to synthesize it. The reactants are: FC(F)C[C@@:4]1(C(OC)=O)[CH2:8][C@H:7]([N:9]2[C:13]([CH3:14])=[CH:12][CH:11]=[C:10]2[CH3:15])[CH:6]=[CH:5]1.[OH-:21].[Na+].[CH3:23][OH:24]. (5) Given the product [C:33]([O:37][C:38]([N:40]1[C:44]2[CH:45]=[CH:46][CH:47]=[CH:48][C:43]=2[N:42]=[C:41]1[CH2:49][N:12]([CH2:11][CH2:10][CH2:9][CH2:8][NH:7][C:6]([O:5][C:1]([CH3:4])([CH3:2])[CH3:3])=[O:23])[CH:13]1[C:18]2=[N:19][CH:20]=[CH:21][CH:22]=[C:17]2[O:16][CH2:15][CH2:14]1)=[O:39])([CH3:36])([CH3:35])[CH3:34], predict the reactants needed to synthesize it. The reactants are: [C:1]([O:5][C:6](=[O:23])[NH:7][CH2:8][CH2:9][CH2:10][CH2:11][NH:12][CH:13]1[C:18]2=[N:19][CH:20]=[CH:21][CH:22]=[C:17]2[O:16][CH2:15][CH2:14]1)([CH3:4])([CH3:3])[CH3:2].C(N(CC)C(C)C)(C)C.[C:33]([O:37][C:38]([N:40]1[C:44]2[CH:45]=[CH:46][CH:47]=[CH:48][C:43]=2[N:42]=[C:41]1[CH2:49]Cl)=[O:39])([CH3:36])([CH3:35])[CH3:34].[I-].[K+]. (6) Given the product [OH:38][CH:36]1[CH2:37][N:34]([CH2:30][C:28]2[CH:27]=[N:26][N:25]([C:23]3[C:22]([CH3:32])=[CH:21][N:20]=[C:19]([NH:18][C:4]4[C:3]([O:2][CH3:1])=[CH:8][C:7]([N:9]5[CH2:10][CH2:11][O:12][CH2:13][CH2:14]5)=[C:6]([NH:15][C:3](=[O:2])[CH:4]=[CH2:5])[CH:5]=4)[N:24]=3)[CH:29]=2)[CH2:35]1, predict the reactants needed to synthesize it. The reactants are: [CH3:1][O:2][C:3]1[CH:8]=[C:7]([N:9]2[CH2:14][CH2:13][O:12][CH2:11][CH2:10]2)[C:6]([N+:15]([O-])=O)=[CH:5][C:4]=1[NH:18][C:19]1[N:24]=[C:23]([N:25]2[CH:29]=[C:28]([CH:30]=O)[CH:27]=[N:26]2)[C:22]([CH3:32])=[CH:21][N:20]=1.Cl.[NH:34]1[CH2:37][CH:36]([OH:38])[CH2:35]1. (7) Given the product [ClH:14].[NH2:1][C:2]1[CH:3]=[CH:4][C:5]([CH2:8][CH2:9][CH2:10][C:11]([O:13][CH3:15])=[O:12])=[CH:6][CH:7]=1, predict the reactants needed to synthesize it. The reactants are: [NH2:1][C:2]1[CH:7]=[CH:6][C:5]([CH2:8][CH2:9][CH2:10][C:11]([OH:13])=[O:12])=[CH:4][CH:3]=1.[ClH:14].[CH3:15]O.